Dataset: Full USPTO retrosynthesis dataset with 1.9M reactions from patents (1976-2016). Task: Predict the reactants needed to synthesize the given product. The reactants are: [CH:1]1([C:6]2[CH:7]=[C:8]([CH:11]=[C:12]([O:14][CH3:15])[N:13]=2)[C:9]#[N:10])[CH2:5][CH2:4][CH2:3][CH2:2]1.Cl.[NH2:17][OH:18].C([O-])(O)=O.[Na+]. Given the product [CH:1]1([C:6]2[CH:7]=[C:8]([CH:11]=[C:12]([O:14][CH3:15])[N:13]=2)[C:9]([NH:17][OH:18])=[NH:10])[CH2:2][CH2:3][CH2:4][CH2:5]1, predict the reactants needed to synthesize it.